This data is from Forward reaction prediction with 1.9M reactions from USPTO patents (1976-2016). The task is: Predict the product of the given reaction. (1) Given the reactants [Cl:1][C:2]1[CH:13]=[C:12]([Cl:14])[CH:11]=[CH:10][C:3]=1[CH:4]=[C:5]([C:8]#[N:9])[C:6]#[N:7].O1CCCC1.[BH4-].[Na+].C(C(CC1C=CC(Br)=CC=1)(C#N)C#N)C=C, predict the reaction product. The product is: [Cl:1][C:2]1[CH:13]=[C:12]([Cl:14])[CH:11]=[CH:10][C:3]=1[CH2:4][CH:5]([C:6]#[N:7])[C:8]#[N:9]. (2) Given the reactants FC(F)(F)C(O)=O.[Cl:8][C:9]1[CH:14]=[CH:13][CH:12]=[C:11]([Cl:15])[C:10]=1[NH:16][C:17]([NH:19][CH2:20][C:21]1([CH3:26])OCCO1)=[NH:18].Cl.O.C(=O)(O)[O-].[Na+], predict the reaction product. The product is: [ClH:8].[Cl:8][C:9]1[CH:14]=[CH:13][CH:12]=[C:11]([Cl:15])[C:10]=1[NH:16][C:17]1[NH:19][CH:20]=[C:21]([CH3:26])[N:18]=1. (3) Given the reactants [F:1][C:2]1[CH:27]=[CH:26][CH:25]=[C:24]([F:28])[C:3]=1[C:4]([NH:6][C:7]1[CH:11]=[CH:10][N:9]([CH2:12][C:13]2[CH:18]=[CH:17][C:16]([OH:19])=[CH:15][C:14]=2[C:20]([F:23])([F:22])[F:21])[N:8]=1)=[O:5].[C:29](=[O:32])([O-])[O-:30].[Cs+].[Cs+].Br.Br[CH2:37][C:38]1[CH:43]=[CH:42][N:41]=[CH:40][CH:39]=1, predict the reaction product. The product is: [F:21][C:20]([F:23])([F:22])[C:29]([OH:30])=[O:32].[F:28][C:24]1[CH:25]=[CH:26][CH:27]=[C:2]([F:1])[C:3]=1[C:4]([NH:6][C:7]1[CH:11]=[CH:10][N:9]([CH2:12][C:13]2[CH:18]=[CH:17][C:16]([O:19][CH2:37][C:38]3[CH:43]=[CH:42][N:41]=[CH:40][CH:39]=3)=[CH:15][C:14]=2[C:20]([F:23])([F:21])[F:22])[N:8]=1)=[O:5]. (4) Given the reactants [OH:1][CH2:2][C@@H:3]1[C@@H:8]([NH:9][C:10](=[O:16])[O:11][C:12]([CH3:15])([CH3:14])[CH3:13])[CH2:7][CH2:6][O:5][CH2:4]1.[Cl:17][C:18]1[CH:19]=[N:20][N:21]([C:23]2[CH:28]=[CH:27][C:26](O)=[CH:25][C:24]=2[F:30])[CH:22]=1.C1CCN(C(N=NC(N2CCCCC2)=O)=O)CC1.C(P(CCCC)CCCC)CCC, predict the reaction product. The product is: [Cl:17][C:18]1[CH:19]=[N:20][N:21]([C:23]2[CH:28]=[CH:27][C:26]([O:1][CH2:2][C@@H:3]3[C@@H:8]([NH:9][C:10](=[O:16])[O:11][C:12]([CH3:13])([CH3:15])[CH3:14])[CH2:7][CH2:6][O:5][CH2:4]3)=[CH:25][C:24]=2[F:30])[CH:22]=1. (5) Given the reactants [NH2:1][C:2]1[CH:7]=[CH:6][CH:5]=[CH:4][C:3]=1[C:8](=[O:20])[CH2:9][C:10]([C:12]1[CH:17]=[CH:16][C:15]([O:18]C)=[CH:14][CH:13]=1)=O, predict the reaction product. The product is: [OH:18][C:15]1[CH:16]=[CH:17][C:12]([C:10]2[NH:1][C:2]3[C:3]([C:8](=[O:20])[CH:9]=2)=[CH:4][CH:5]=[CH:6][CH:7]=3)=[CH:13][CH:14]=1. (6) Given the reactants [Cl:1][C:2]1[CH:7]=[CH:6][C:5]([N:8]([C:34](=[O:37])[CH2:35][CH3:36])[C@H:9]2[C:18]3[C:13](=[CH:14][CH:15]=[C:16]([CH:19]=[CH:20][C:21]([OH:23])=[O:22])[CH:17]=3)[N:12]([C:24](=[O:32])[C:25]3[CH:30]=[CH:29][C:28]([F:31])=[CH:27][CH:26]=3)[C@@H:11]([CH3:33])[CH2:10]2)=[CH:4][CH:3]=1.Br[C:39]1C=C2C(=CC=1)N(C(=O)C1C=CC(F)=CC=1)[C@@H](C)C[C@H]2N(C1C=CC(Cl)=CC=1)C(=O)CC.C1(P(C2C=CC=CC=2)CCCP(C2C=CC=CC=2)C2C=CC=CC=2)C=CC=CC=1.C(OC)(=O)C=C, predict the reaction product. The product is: [CH3:39][O:22][C:21](=[O:23])[CH:20]=[CH:19][C:16]1[CH:17]=[C:18]2[C:13](=[CH:14][CH:15]=1)[N:12]([C:24](=[O:32])[C:25]1[CH:26]=[CH:27][C:28]([F:31])=[CH:29][CH:30]=1)[C@@H:11]([CH3:33])[CH2:10][C@H:9]2[N:8]([C:5]1[CH:6]=[CH:7][C:2]([Cl:1])=[CH:3][CH:4]=1)[C:34](=[O:37])[CH2:35][CH3:36].